Dataset: Full USPTO retrosynthesis dataset with 1.9M reactions from patents (1976-2016). Task: Predict the reactants needed to synthesize the given product. (1) The reactants are: F[C:2]1[N:7]2[CH:8]=[C:9]([CH2:11][N:12]3[C@@H:25]4[C@H:16]([CH2:17][CH2:18][C:19]5[C:24]4=[N:23][CH:22]=[CH:21][CH:20]=5)[CH2:15][CH2:14][CH2:13]3)[N:10]=[C:6]2[CH:5]=[CH:4][CH:3]=1.[CH3:26][N:27]1[CH2:32][CH2:31][NH:30][CH2:29][CH2:28]1. Given the product [CH3:26][N:27]1[CH2:32][CH2:31][N:30]([C:2]2[N:7]3[CH:8]=[C:9]([CH2:11][N:12]4[C@@H:25]5[C@H:16]([CH2:17][CH2:18][C:19]6[C:24]5=[N:23][CH:22]=[CH:21][CH:20]=6)[CH2:15][CH2:14][CH2:13]4)[N:10]=[C:6]3[CH:5]=[CH:4][CH:3]=2)[CH2:29][CH2:28]1, predict the reactants needed to synthesize it. (2) Given the product [Cl:23][C:14]1[C:15]([C:19]([F:22])([F:21])[F:20])=[CH:16][CH:17]=[CH:18][C:13]=1[C:11]([N:9]1[CH2:8][CH2:7][N:6]2[C:2]([N:24]3[CH2:29][CH2:28][O:27][CH2:26][CH2:25]3)=[N:3][N:4]=[C:5]2[CH2:10]1)=[O:12], predict the reactants needed to synthesize it. The reactants are: Br[C:2]1[N:6]2[CH2:7][CH2:8][N:9]([C:11]([C:13]3[CH:18]=[CH:17][CH:16]=[C:15]([C:19]([F:22])([F:21])[F:20])[C:14]=3[Cl:23])=[O:12])[CH2:10][C:5]2=[N:4][N:3]=1.[NH:24]1[CH2:29][CH2:28][O:27][CH2:26][CH2:25]1. (3) Given the product [NH2:56][C@H:37]([CH2:38][C@H:39]([NH:55][C:6]([C:4]1[N:3]=[N:2][NH:1][CH:5]=1)=[O:8])[CH2:40][C:41]1[CH:46]=[CH:45][C:44]([C:47]2[CH:52]=[CH:51][CH:50]=[CH:49][C:48]=2[F:54])=[CH:43][CH:42]=1)[C:36]([OH:59])=[O:35], predict the reactants needed to synthesize it. The reactants are: [NH:1]1[CH:5]=[C:4]([C:6]([OH:8])=O)[N:3]=[N:2]1.CN(C(ON1N=NC2C=CC=NC1=2)=[N+](C)C)C.F[P-](F)(F)(F)(F)F.C([O:35][C:36](=[O:59])[C@H:37]([N:56]=[N+]=[N-])[CH2:38][C@H:39]([NH2:55])[CH2:40][C:41]1[CH:46]=[CH:45][C:44]([C:47]2[CH:52]=[C:51](Cl)[CH:50]=[CH:49][C:48]=2[F:54])=[CH:43][CH:42]=1)C.CCN(C(C)C)C(C)C.